This data is from Reaction yield outcomes from USPTO patents with 853,638 reactions. The task is: Predict the reaction yield, written as a fraction of the theoretical maximum amount of product (1.0 means a 100% yield; for example, 0.34 means a 34% yield). (1) The reactants are S(O[CH2:12][C@H:13]1[O:18][CH2:17][CH2:16][N:15]([C:19]([O:21][C:22]([CH3:25])([CH3:24])[CH3:23])=[O:20])[CH2:14]1)(C1C=CC(C)=CC=1)(=O)=O.[N-:26]=[N+:27]=[N-:28].[Na+].[Na+].[I-]. The catalyst is CN(C=O)C. The product is [N:26]([CH2:12][C@H:13]1[O:18][CH2:17][CH2:16][N:15]([C:19]([O:21][C:22]([CH3:25])([CH3:24])[CH3:23])=[O:20])[CH2:14]1)=[N+:27]=[N-:28]. The yield is 0.750. (2) The reactants are [Cl:1][C:2]1[CH:7]=[C:6]([F:8])[CH:5]=[CH:4][C:3]=1[OH:9].[H-].[Na+].[CH2:12](Br)[C:13]1[CH:18]=[CH:17][CH:16]=[CH:15][CH:14]=1. The catalyst is O1CCCC1. The product is [CH2:12]([O:9][C:3]1[CH:4]=[CH:5][C:6]([F:8])=[CH:7][C:2]=1[Cl:1])[C:13]1[CH:18]=[CH:17][CH:16]=[CH:15][CH:14]=1. The yield is 0.600. (3) The reactants are [F:1][C:2]1[CH:3]=[C:4]([CH:8]=[C:9]([C:11]([F:14])([F:13])[F:12])[CH:10]=1)[C:5]([OH:7])=O.S(Cl)(Cl)=O.[CH:19]([NH:22][CH:23]([CH3:25])[CH3:24])([CH3:21])[CH3:20]. The catalyst is C1(C)C=CC=CC=1.CN(C=O)C. The product is [F:1][C:2]1[CH:3]=[C:4]([CH:8]=[C:9]([C:11]([F:14])([F:13])[F:12])[CH:10]=1)[C:5]([N:22]([CH:23]([CH3:25])[CH3:24])[CH:19]([CH3:21])[CH3:20])=[O:7]. The yield is 0.850. (4) The yield is 0.820. The catalyst is CN1C(=O)CCC1.C(OCC)(=O)C. The product is [Br:1][C:2]1[C:10]2[C:5](=[N:6][CH:7]=[N:8][C:9]=2[O:25][C:22]2[CH:21]=[CH:20][C:19]([O:12][C:13]3[CH:18]=[CH:17][CH:16]=[CH:15][CH:14]=3)=[CH:24][CH:23]=2)[NH:4][N:3]=1. The reactants are [Br:1][C:2]1[C:10]2[C:5](=[N:6][CH:7]=[N:8][C:9]=2Cl)[NH:4][N:3]=1.[O:12]([C:19]1[CH:24]=[CH:23][C:22]([OH:25])=[CH:21][CH:20]=1)[C:13]1[CH:18]=[CH:17][CH:16]=[CH:15][CH:14]=1.C(=O)([O-])[O-].[Cs+].[Cs+]. (5) The reactants are [Cl:1][C:2]1[CH:3]=[C:4]([C:8]2[C:9]([C:17]([O:19][CH3:20])=[O:18])=[CH:10][CH:11]=[C:12]([N+:14]([O-])=O)[CH:13]=2)[CH:5]=[CH:6][CH:7]=1.Cl.O.O.[Sn](Cl)Cl. The catalyst is C(O)C. The product is [NH2:14][C:12]1[CH:13]=[C:8]([C:4]2[CH:5]=[CH:6][CH:7]=[C:2]([Cl:1])[CH:3]=2)[C:9]([C:17]([O:19][CH3:20])=[O:18])=[CH:10][CH:11]=1. The yield is 0.940.